Predict the product of the given reaction. From a dataset of Forward reaction prediction with 1.9M reactions from USPTO patents (1976-2016). Given the reactants C([O:4][CH2:5][CH:6]([O:27][CH2:28][CH2:29][CH2:30][CH2:31][CH2:32][CH2:33][CH2:34][CH2:35]/[CH:36]=[CH:37]\[CH2:38]/[CH:39]=[CH:40]\[CH2:41][CH2:42][CH2:43][CH2:44][CH3:45])[CH2:7][O:8][CH2:9][CH2:10][CH2:11][CH2:12][CH2:13][CH2:14][CH2:15][CH2:16]/[CH:17]=[CH:18]\[CH2:19]/[CH:20]=[CH:21]\[CH2:22][CH2:23][CH2:24][CH2:25][CH3:26])C=C.FC(F)(F)C(O)=O, predict the reaction product. The product is: [CH2:28]([O:27][CH:6]([CH2:7][O:8][CH2:9][CH2:10][CH2:11][CH2:12][CH2:13][CH2:14][CH2:15][CH2:16]/[CH:17]=[CH:18]\[CH2:19]/[CH:20]=[CH:21]\[CH2:22][CH2:23][CH2:24][CH2:25][CH3:26])[CH2:5][OH:4])[CH2:29][CH2:30][CH2:31][CH2:32][CH2:33][CH2:34][CH2:35]/[CH:36]=[CH:37]\[CH2:38]/[CH:39]=[CH:40]\[CH2:41][CH2:42][CH2:43][CH2:44][CH3:45].